This data is from Forward reaction prediction with 1.9M reactions from USPTO patents (1976-2016). The task is: Predict the product of the given reaction. The product is: [C:1]([O:5][C:6](=[O:7])[NH:8][CH2:9][C:10]1[CH:18]=[CH:17][C:13]([C:14]([N:42]2[CH2:41][C:40]3[CH:39]=[N:38][N:37]([CH3:43])[C:36]=3[NH:35][C:34]3[CH:44]=[C:30]([Cl:29])[CH:31]=[CH:32][C:33]2=3)=[O:16])=[CH:12][C:11]=1[F:19])([CH3:2])([CH3:3])[CH3:4]. Given the reactants [C:1]([O:5][C:6]([NH:8][CH2:9][C:10]1[CH:18]=[CH:17][C:13]([C:14]([OH:16])=O)=[CH:12][C:11]=1[F:19])=[O:7])([CH3:4])([CH3:3])[CH3:2].CCN(C(C)C)C(C)C.[Cl:29][C:30]1[CH:31]=[CH:32][C:33]2[NH:42][CH2:41][C:40]3[CH:39]=[N:38][N:37]([CH3:43])[C:36]=3[NH:35][C:34]=2[CH:44]=1, predict the reaction product.